This data is from NCI-60 drug combinations with 297,098 pairs across 59 cell lines. The task is: Regression. Given two drug SMILES strings and cell line genomic features, predict the synergy score measuring deviation from expected non-interaction effect. (1) Drug 2: CC1=CC=C(C=C1)C2=CC(=NN2C3=CC=C(C=C3)S(=O)(=O)N)C(F)(F)F. Synergy scores: CSS=37.8, Synergy_ZIP=2.69, Synergy_Bliss=3.35, Synergy_Loewe=-24.4, Synergy_HSA=4.87. Drug 1: CCC1=CC2CC(C3=C(CN(C2)C1)C4=CC=CC=C4N3)(C5=C(C=C6C(=C5)C78CCN9C7C(C=CC9)(C(C(C8N6C)(C(=O)OC)O)OC(=O)C)CC)OC)C(=O)OC.C(C(C(=O)O)O)(C(=O)O)O. Cell line: NCI-H322M. (2) Drug 2: CC12CCC3C(C1CCC2O)C(CC4=C3C=CC(=C4)O)CCCCCCCCCS(=O)CCCC(C(F)(F)F)(F)F. Cell line: A498. Synergy scores: CSS=0.202, Synergy_ZIP=1.64, Synergy_Bliss=1.93, Synergy_Loewe=-0.947, Synergy_HSA=-1.27. Drug 1: CC1=C(C=C(C=C1)C(=O)NC2=CC(=CC(=C2)C(F)(F)F)N3C=C(N=C3)C)NC4=NC=CC(=N4)C5=CN=CC=C5. (3) Cell line: HOP-92. Drug 2: CC1CCC2CC(C(=CC=CC=CC(CC(C(=O)C(C(C(=CC(C(=O)CC(OC(=O)C3CCCCN3C(=O)C(=O)C1(O2)O)C(C)CC4CCC(C(C4)OC)O)C)C)O)OC)C)C)C)OC. Synergy scores: CSS=23.8, Synergy_ZIP=0.394, Synergy_Bliss=1.47, Synergy_Loewe=-12.9, Synergy_HSA=2.80. Drug 1: CS(=O)(=O)C1=CC(=C(C=C1)C(=O)NC2=CC(=C(C=C2)Cl)C3=CC=CC=N3)Cl.